This data is from Full USPTO retrosynthesis dataset with 1.9M reactions from patents (1976-2016). The task is: Predict the reactants needed to synthesize the given product. (1) The reactants are: [F:1][C:2]1[C:7]([F:8])=[C:6]([C:9]([OH:11])=O)[C:5]([F:12])=[C:4]([F:13])[C:3]=1[CH3:14].C1C=CC2N(O)N=NC=2C=1.CCN=C=NCCCN(C)C.[CH3:36][CH:37]1[CH2:42][CH2:41][CH2:40][CH2:39][CH:38]1[NH2:43]. Given the product [F:12][C:5]1[C:4]([F:13])=[C:3]([CH3:14])[C:2]([F:1])=[C:7]([F:8])[C:6]=1[C:9]([NH:43][CH:38]1[CH2:39][CH2:40][CH2:41][CH2:42][CH:37]1[CH3:36])=[O:11], predict the reactants needed to synthesize it. (2) Given the product [C:11]([NH:1][C@H:2]([C:6]([OH:8])=[O:7])[CH:3]([CH3:5])[CH3:4])(=[O:23])[CH2:12][CH2:13][CH2:14][CH2:15][CH2:16][CH2:17][CH2:18][CH2:19][CH2:20][CH2:21][CH3:22], predict the reactants needed to synthesize it. The reactants are: [NH2:1][C@H:2]([C:6]([OH:8])=[O:7])[CH:3]([CH3:5])[CH3:4].[OH-].[Na+].[C:11](Cl)(=[O:23])[CH2:12][CH2:13][CH2:14][CH2:15][CH2:16][CH2:17][CH2:18][CH2:19][CH2:20][CH2:21][CH3:22].S(=O)(=O)(O)O. (3) Given the product [NH:17]1[C:21]2=[N:22][CH:23]=[CH:24][CH:25]=[C:20]2[C:19]([C:26]2[N:16]=[C:13]([CH2:12][NH:11][C:9](=[O:10])[O:8][CH2:1][C:2]3[CH:7]=[CH:6][CH:5]=[CH:4][CH:3]=3)[NH:29][N:28]=2)=[CH:18]1, predict the reactants needed to synthesize it. The reactants are: [CH2:1]([O:8][C:9]([NH:11][CH2:12][C:13](=[NH:16])OC)=[O:10])[C:2]1[CH:7]=[CH:6][CH:5]=[CH:4][CH:3]=1.[NH:17]1[C:21]2=[N:22][CH:23]=[CH:24][CH:25]=[C:20]2[C:19]([C:26]([NH:28][NH2:29])=O)=[CH:18]1. (4) The reactants are: [CH3:1][N:2]1[CH:6]=[C:5](I)[CH:4]=[N:3]1.[C:8]([Si:10]([CH3:13])([CH3:12])[CH3:11])#[CH:9].C(NC(C)C)(C)C.C1(P(C2C=CC=CC=2)C2C=CC=CC=2)C=CC=CC=1. Given the product [CH3:1][N:2]1[CH:6]=[C:5]([C:9]#[C:8][Si:10]([CH3:13])([CH3:12])[CH3:11])[CH:4]=[N:3]1, predict the reactants needed to synthesize it.